Dataset: Forward reaction prediction with 1.9M reactions from USPTO patents (1976-2016). Task: Predict the product of the given reaction. (1) Given the reactants Br[CH:2]([C:11]1[CH:16]=[CH:15][C:14]([Cl:17])=[CH:13][CH:12]=1)[C:3]1[CH:4]=[C:5]([CH:8]=[CH:9][CH:10]=1)[C:6]#[N:7].[NH:18]1[CH2:21][CH:20]([C:22]([C:28]2[CH:33]=[C:32]([F:34])[CH:31]=[C:30]([F:35])[CH:29]=2)([OH:27])[C:23]([CH3:26])([CH3:25])[CH3:24])[CH2:19]1.C(N(CC)C(C)C)(C)C, predict the reaction product. The product is: [Cl:17][C:14]1[CH:15]=[CH:16][C:11]([CH:2]([N:18]2[CH2:21][CH:20]([C:22]([C:28]3[CH:29]=[C:30]([F:35])[CH:31]=[C:32]([F:34])[CH:33]=3)([OH:27])[C:23]([CH3:24])([CH3:25])[CH3:26])[CH2:19]2)[C:3]2[CH:4]=[C:5]([CH:8]=[CH:9][CH:10]=2)[C:6]#[N:7])=[CH:12][CH:13]=1. (2) Given the reactants C(N(CC)CC)C.[N+:8]([C:11]1[CH:16]=[CH:15][C:14]([S:17](Cl)(=[O:19])=[O:18])=[CH:13][CH:12]=1)([O-:10])=[O:9].[CH:21]1([CH2:24][N:25]2[CH2:30][CH2:29][N:28]([C@H:31]3[CH2:36][CH2:35][C@H:34]([NH2:37])[CH2:33][CH2:32]3)[CH2:27][CH2:26]2)[CH2:23][CH2:22]1, predict the reaction product. The product is: [N+:8]([C:11]1[CH:16]=[CH:15][C:14]([S:17]([NH:37][C@H:34]2[CH2:33][CH2:32][C@H:31]([N:28]3[CH2:27][CH2:26][N:25]([CH2:24][CH:21]4[CH2:22][CH2:23]4)[CH2:30][CH2:29]3)[CH2:36][CH2:35]2)(=[O:19])=[O:18])=[CH:13][CH:12]=1)([O-:10])=[O:9].